From a dataset of Reaction yield outcomes from USPTO patents with 853,638 reactions. Predict the reaction yield, written as a fraction of the theoretical maximum amount of product (1.0 means a 100% yield; for example, 0.34 means a 34% yield). (1) The reactants are C[O:2][C:3]([C:5]1[CH:6]=[N:7][N:8]([C:13]2[CH:18]=[CH:17][C:16]([Cl:19])=[CH:15][CH:14]=2)[C:9]=1[CH2:10][O:11][CH3:12])=[O:4].[OH-].[Li+]. The catalyst is O.CO.C1COCC1. The product is [Cl:19][C:16]1[CH:15]=[CH:14][C:13]([N:8]2[C:9]([CH2:10][O:11][CH3:12])=[C:5]([C:3]([OH:4])=[O:2])[CH:6]=[N:7]2)=[CH:18][CH:17]=1. The yield is 0.660. (2) The reactants are C(#N)C.[N:4]1[CH:9]=[CH:8][CH:7]=[CH:6][C:5]=1[S:10]([NH:13][CH2:14][C:15]1[N:20]=[C:19]([NH:21][CH2:22][C:23]([O:25][CH2:26][CH3:27])=[O:24])[CH:18]=[CH:17][CH:16]=1)(=[O:12])=[O:11].[F:28][CH:29]([F:44])[O:30][CH2:31][CH2:32][C:33]([C:36]1[CH:43]=[CH:42][C:39]([CH2:40]Br)=[CH:38][CH:37]=1)([CH3:35])[CH3:34].C(=O)([O-])[O-].[K+].[K+]. The catalyst is O. The product is [F:28][CH:29]([F:44])[O:30][CH2:31][CH2:32][C:33]([C:36]1[CH:43]=[CH:42][C:39]([CH2:40][CH:14]([NH:13][S:10]([C:5]2[CH:6]=[CH:7][CH:8]=[CH:9][N:4]=2)(=[O:11])=[O:12])[C:15]2[N:20]=[C:19]([NH:21][CH2:22][C:23]([O:25][CH2:26][CH3:27])=[O:24])[CH:18]=[CH:17][CH:16]=2)=[CH:38][CH:37]=1)([CH3:35])[CH3:34]. The yield is 0.470. (3) The catalyst is CN(C=O)C. The yield is 1.00. The product is [CH2:14]([O:1][C:2]1[C:3]([CH3:11])=[CH:4][C:5]([C:6]#[N:7])=[CH:8][C:9]=1[CH3:10])[C:15]1[CH:20]=[CH:19][CH:18]=[CH:17][CH:16]=1. The reactants are [OH:1][C:2]1[C:9]([CH3:10])=[CH:8][C:5]([C:6]#[N:7])=[CH:4][C:3]=1[CH3:11].[H-].[Na+].[CH2:14](Br)[C:15]1[CH:20]=[CH:19][CH:18]=[CH:17][CH:16]=1. (4) The reactants are [NH:1]1[CH2:6][CH2:5][CH:4]([CH2:7][CH2:8][C:9]([C:11]2[CH:12]=[C:13]3[C:18]4=[C:19]([CH2:21][CH2:22][N:17]4[C:16](=[O:23])[CH2:15][CH2:14]3)[CH:20]=2)=[O:10])[CH2:3][CH2:2]1.C(#N)C.C(=O)([O-])[O-].[K+].[K+].[F:33][C:34]1[CH:35]=[C:36]([CH:39]=[CH:40][CH:41]=1)[CH2:37]Cl. The catalyst is O. The product is [F:33][C:34]1[CH:35]=[C:36]([CH2:37][N:1]2[CH2:2][CH2:3][CH:4]([CH2:7][CH2:8][C:9]([C:11]3[CH:12]=[C:13]4[C:18]5=[C:19]([CH2:21][CH2:22][N:17]5[C:16](=[O:23])[CH2:15][CH2:14]4)[CH:20]=3)=[O:10])[CH2:5][CH2:6]2)[CH:39]=[CH:40][CH:41]=1. The yield is 0.880.